The task is: Predict the product of the given reaction.. This data is from Forward reaction prediction with 1.9M reactions from USPTO patents (1976-2016). Given the reactants [CH2:1]([C:4]1[C:8]([CH2:9][CH2:10][CH2:11][CH2:12][OH:13])=[CH:7][N:6]([C:14]2[CH:19]=[CH:18][C:17]([C:20]([F:23])([F:22])[F:21])=[CH:16][N:15]=2)[N:5]=1)[CH2:2][CH3:3].O[C:25]1[C:29]([CH2:30][C:31]([O:33]C)=[O:32])=[CH:28][N:27]([C:35]2[CH:40]=[CH:39][CH:38]=[CH:37][CH:36]=2)[N:26]=1.C(P(CCCC)CCCC)CCC.N(C(N1CCCCC1)=O)=NC(N1CCCCC1)=O, predict the reaction product. The product is: [C:35]1([N:27]2[CH:28]=[C:29]([CH2:30][C:31]([OH:33])=[O:32])[C:25]([O:13][CH2:12][CH2:11][CH2:10][CH2:9][C:8]3[C:4]([CH2:1][CH2:2][CH3:3])=[N:5][N:6]([C:14]4[CH:19]=[CH:18][C:17]([C:20]([F:22])([F:21])[F:23])=[CH:16][N:15]=4)[CH:7]=3)=[N:26]2)[CH:40]=[CH:39][CH:38]=[CH:37][CH:36]=1.